Dataset: Catalyst prediction with 721,799 reactions and 888 catalyst types from USPTO. Task: Predict which catalyst facilitates the given reaction. (1) Reactant: [NH2:1][C:2]1[CH:7]=[CH:6][N:5]=[CH:4][CH:3]=1.C(N(C(C)C)CC)(C)C.Cl[CH2:18][C:19]1[N:20]([CH2:40][CH3:41])[C:21]2[CH:26]=[C:25]([C:27]3[CH:32]=[CH:31][CH:30]=[C:29]([C:33]([F:36])([F:35])[F:34])[CH:28]=3)[N:24]=[C:23]([C:37]#[N:38])[C:22]=2[N:39]=1. Product: [CH2:40]([N:20]1[C:21]2[CH:26]=[C:25]([C:27]3[CH:32]=[CH:31][CH:30]=[C:29]([C:33]([F:36])([F:35])[F:34])[CH:28]=3)[N:24]=[C:23]([C:37]#[N:38])[C:22]=2[N:39]=[C:19]1[CH2:18][NH:1][C:2]1[CH:7]=[CH:6][N:5]=[CH:4][CH:3]=1)[CH3:41]. The catalyst class is: 3. (2) Reactant: [OH:1][C:2]1[CH:7]=[CH:6][C:5]([N:8]2[C:13](=[O:14])[C:12]([CH2:15][C:16]3[CH:21]=[CH:20][C:19]([C:22]4[C:23]([C:28]#[N:29])=[CH:24][CH:25]=[CH:26][CH:27]=4)=[CH:18][CH:17]=3)=[C:11]([CH2:30][CH2:31][CH3:32])[N:10]=[C:9]2[CH3:33])=[CH:4][CH:3]=1.Br[CH:35]1[CH2:39][CH2:38][CH2:37][CH2:36]1.C(=O)([O-])[O-].[Cs+].[Cs+].C(OCC)(=O)C. Product: [CH:35]1([O:1][C:2]2[CH:3]=[CH:4][C:5]([N:8]3[C:13](=[O:14])[C:12]([CH2:15][C:16]4[CH:21]=[CH:20][C:19]([C:22]5[C:23]([C:28]#[N:29])=[CH:24][CH:25]=[CH:26][CH:27]=5)=[CH:18][CH:17]=4)=[C:11]([CH2:30][CH2:31][CH3:32])[N:10]=[C:9]3[CH3:33])=[CH:6][CH:7]=2)[CH2:39][CH2:38][CH2:37][CH2:36]1. The catalyst class is: 35. (3) Reactant: [C:1]([O:5][C:6]([N:8]1[CH2:12][C@@H:11]([NH:13]C(OCC[Si](C)(C)C)=O)[C@H:10]([CH2:23][NH:24][CH:25]([CH3:27])[CH3:26])[CH2:9]1)=[O:7])([CH3:4])([CH3:3])[CH3:2].[CH3:28][O:29][CH2:30][CH2:31][CH2:32][N:33]1[C:38]2[CH:39]=[C:40]([C:43](O)=[O:44])[CH:41]=[CH:42][C:37]=2[O:36][CH2:35][CH2:34]1.CCCCCC.CCOC(C)=O.CC#N.O. Product: [C:1]([O:5][C:6]([N:8]1[CH2:9][C@@H:10]([CH2:23][N:24]([CH:25]([CH3:26])[CH3:27])[C:43]([C:40]2[CH:41]=[CH:42][C:37]3[O:36][CH2:35][CH2:34][N:33]([CH2:32][CH2:31][CH2:30][O:29][CH3:28])[C:38]=3[CH:39]=2)=[O:44])[C@H:11]([NH2:13])[CH2:12]1)=[O:7])([CH3:2])([CH3:3])[CH3:4]. The catalyst class is: 578.